Dataset: Full USPTO retrosynthesis dataset with 1.9M reactions from patents (1976-2016). Task: Predict the reactants needed to synthesize the given product. (1) Given the product [C:1]([C:3]1[CH:4]=[C:5]([NH:6][C:19](=[O:20])[CH2:18][NH:17][C:10](=[O:11])[O:12][C:13]([CH3:14])([CH3:15])[CH3:16])[CH:7]=[CH:8][CH:9]=1)#[CH:2], predict the reactants needed to synthesize it. The reactants are: [C:1]([C:3]1[CH:4]=[C:5]([CH:7]=[CH:8][CH:9]=1)[NH2:6])#[CH:2].[C:10]([NH:17][CH2:18][C:19](O)=[O:20])([O:12][C:13]([CH3:16])([CH3:15])[CH3:14])=[O:11].C1CN([P+](ON2N=NC3C=CC=CC2=3)(N2CCCC2)N2CCCC2)CC1.F[P-](F)(F)(F)(F)F.C(N(C(C)C)CC)(C)C. (2) Given the product [CH3:28][N:27]([CH3:29])[S:24]([C:21]1[CH:20]=[CH:19][C:18]([C:2]2[CH:11]=[CH:10][N:9]=[C:8]3[C:3]=2[C:4]2[CH:16]=[CH:15][CH:14]=[CH:13][C:5]=2[C:6](=[O:12])[NH:7]3)=[CH:23][CH:22]=1)(=[O:25])=[O:26], predict the reactants needed to synthesize it. The reactants are: Cl[C:2]1[CH:11]=[CH:10][N:9]=[C:8]2[C:3]=1[C:4]1[CH:16]=[CH:15][CH:14]=[CH:13][C:5]=1[C:6](=[O:12])[NH:7]2.B(O)(O)[C:18]1[CH:23]=[CH:22][C:21]([S:24]([N:27]([CH3:29])[CH3:28])(=[O:26])=[O:25])=[CH:20][CH:19]=1.COC1C=CC=C(OC)C=1C1C=CC=CC=1P(C1CCCCC1)C1CCCCC1.C([O-])([O-])=O.[K+].[K+]. (3) Given the product [NH2:30][C:29]1[S:28][C:27]([C:47]2[CH:46]=[CH:45][CH:44]=[CH:43][C:42]=2[CH:39]([CH3:41])[CH3:40])=[N:26][C:25]=1[C:23]([NH:22][C:17]1[CH:18]=[N:19][N:20]([CH3:21])[C:16]=1[N:13]1[CH2:14][CH2:15][CH:10]([CH2:9][NH2:8])[CH2:11][CH2:12]1)=[O:24], predict the reactants needed to synthesize it. The reactants are: C(OC([NH:8][CH2:9][CH:10]1[CH2:15][CH2:14][N:13]([C:16]2[N:20]([CH3:21])[N:19]=[CH:18][C:17]=2[NH:22][C:23]([C:25]2[N:26]=[C:27](Br)[S:28][C:29]=2[NH:30]C(=O)OC(C)(C)C)=[O:24])[CH2:12][CH2:11]1)=O)CCC.[CH:39]([C:42]1[CH:43]=[C:44](B(O)O)[CH:45]=[CH:46][CH:47]=1)([CH3:41])[CH3:40]. (4) Given the product [C:1]([O:5][C:6](=[O:35])[NH:7][C:8]1([C:12]2[CH:17]=[CH:16][C:15]([C:18]3[C:27](=[S:45])[C:26]4[C:21](=[CH:22][CH:23]=[CH:24][CH:25]=4)[O:20][C:19]=3[C:29]3[CH:34]=[CH:33][CH:32]=[CH:31][CH:30]=3)=[CH:14][CH:13]=2)[CH2:11][CH2:10][CH2:9]1)([CH3:4])([CH3:3])[CH3:2], predict the reactants needed to synthesize it. The reactants are: [C:1]([O:5][C:6](=[O:35])[NH:7][C:8]1([C:12]2[CH:17]=[CH:16][C:15]([C:18]3[C:27](=O)[C:26]4[C:21](=[CH:22][CH:23]=[CH:24][CH:25]=4)[O:20][C:19]=3[C:29]3[CH:34]=[CH:33][CH:32]=[CH:31][CH:30]=3)=[CH:14][CH:13]=2)[CH2:11][CH2:10][CH2:9]1)([CH3:4])([CH3:3])[CH3:2].COC1C=CC(P2(SP(C3C=CC(OC)=CC=3)(=S)S2)=[S:45])=CC=1.CCOC(C)=O. (5) Given the product [Cl:1][C:2]1[CH:3]=[C:4]2[C:8](=[CH:9][CH:10]=1)[N:7]([S:42]([C:39]1[CH:40]=[CH:41][C:36]([O:35][CH3:34])=[CH:37][C:38]=1[O:46][C:47]([F:48])([F:49])[F:50])(=[O:44])=[O:43])[C:6](=[O:11])[C:5]2([C:26]1[CH:31]=[CH:30][CH:29]=[CH:28][C:27]=1[O:32][CH3:33])[CH2:12][C:13](=[O:25])[N:14]1[CH2:15][CH2:16][N:17]([C:20]2[S:21][CH:22]=[CH:23][N:24]=2)[CH2:18][CH2:19]1, predict the reactants needed to synthesize it. The reactants are: [Cl:1][C:2]1[CH:3]=[C:4]2[C:8](=[CH:9][CH:10]=1)[NH:7][C:6](=[O:11])[C:5]2([C:26]1[CH:31]=[CH:30][CH:29]=[CH:28][C:27]=1[O:32][CH3:33])[CH2:12][C:13](=[O:25])[N:14]1[CH2:19][CH2:18][N:17]([C:20]2[S:21][CH:22]=[CH:23][N:24]=2)[CH2:16][CH2:15]1.[CH3:34][O:35][C:36]1[CH:41]=[CH:40][C:39]([S:42](Cl)(=[O:44])=[O:43])=[C:38]([O:46][C:47]([F:50])([F:49])[F:48])[CH:37]=1. (6) Given the product [F:1][C:2]1[CH:7]=[CH:6][C:5]([CH:8]2[NH:19][NH:18][C:10]([C:12]3[S:13][CH:14]=[CH:15][CH:16]=3)=[CH:9]2)=[CH:4][CH:3]=1, predict the reactants needed to synthesize it. The reactants are: [F:1][C:2]1[CH:7]=[CH:6][C:5]([CH:8]=[CH:9][C:10]([C:12]2[S:13][CH:14]=[CH:15][CH:16]=2)=O)=[CH:4][CH:3]=1.O.[NH2:18][NH2:19]. (7) Given the product [ClH:1].[ClH:15].[Cl:15][C:16]1[C:25]([O:26][CH3:27])=[CH:24][CH:23]=[C:22]2[C:17]=1[CH:18]=[CH:19][C:20]([C:28]([CH:30]([N:32]1[CH2:33][CH2:34][N:35]([CH2:2][C:3]([NH:5][CH2:6][C:7]3[CH:12]=[CH:11][CH:10]=[CH:9][CH:8]=3)=[O:4])[CH2:36][CH2:37]1)[CH3:31])=[O:29])=[CH:21]2, predict the reactants needed to synthesize it. The reactants are: [Cl:1][CH2:2][C:3]([NH:5][CH2:6][C:7]1[CH:12]=[CH:11][CH:10]=[CH:9][CH:8]=1)=[O:4].Cl.Cl.[Cl:15][C:16]1[C:25]([O:26][CH3:27])=[CH:24][CH:23]=[C:22]2[C:17]=1[CH:18]=[CH:19][C:20]([C:28]([CH:30]([N:32]1[CH2:37][CH2:36][NH:35][CH2:34][CH2:33]1)[CH3:31])=[O:29])=[CH:21]2.C([O-])([O-])=O.[K+].[K+]. (8) Given the product [F:32][C:28]1[CH:27]=[C:26]([C:10]2[N:9]([CH2:14][O:15][CH2:16][CH2:17][Si:18]([CH3:21])([CH3:20])[CH3:19])[CH:8]=[C:7]3[C:6]=2[C:5](=[O:22])[N:4]([CH3:23])[C:3](=[O:24])[N:2]3[CH3:1])[CH:31]=[CH:30][CH:29]=1, predict the reactants needed to synthesize it. The reactants are: [CH3:1][N:2]1[C:7]2=[CH:8][N:9]([CH2:14][O:15][CH2:16][CH2:17][Si:18]([CH3:21])([CH3:20])[CH3:19])[C:10](B(O)O)=[C:6]2[C:5](=[O:22])[N:4]([CH3:23])[C:3]1=[O:24].Br[C:26]1[CH:31]=[CH:30][CH:29]=[C:28]([F:32])[CH:27]=1. (9) Given the product [CH2:1]([C:3]1[N:4]=[C:5]([NH2:9])[S:6][C:7]=1[C:18]#[C:17][Si:19]([CH3:22])([CH3:21])[CH3:20])[CH3:2], predict the reactants needed to synthesize it. The reactants are: [CH2:1]([C:3]1[N:4]=[C:5]([NH2:9])[S:6][C:7]=1I)[CH3:2].C(N(CC)CC)C.[C:17]([Si:19]([CH3:22])([CH3:21])[CH3:20])#[CH:18].[NH4+].[Cl-]. (10) Given the product [CH3:1][O:2][C:3](=[O:17])[CH2:4][C:5]1[CH:6]=[C:7]([O:12][C:13]2[CH:20]=[CH:19][CH:16]=[CH:15][CH:14]=2)[CH:8]=[C:9]([O:11][CH2:33][CH2:34][CH2:35][CH3:36])[CH:10]=1, predict the reactants needed to synthesize it. The reactants are: [CH3:1][O:2][C:3](=[O:17])[CH2:4][C:5]1[CH:10]=[C:9]([OH:11])[CH:8]=[C:7]([O:12][CH2:13][CH2:14][CH2:15][CH3:16])[CH:6]=1.O1CCO[CH2:20][CH2:19]1.C(=O)([O-])[O-].[Cs+].[Cs+].IC1[CH:36]=[CH:35][CH:34]=[CH:33]C=1.N1CCC[C@H]1C(O)=O.Cl.